From a dataset of Ames mutagenicity test results for genotoxicity prediction. Regression/Classification. Given a drug SMILES string, predict its toxicity properties. Task type varies by dataset: regression for continuous values (e.g., LD50, hERG inhibition percentage) or binary classification for toxic/non-toxic outcomes (e.g., AMES mutagenicity, cardiotoxicity, hepatotoxicity). Dataset: ames. (1) The result is 1 (mutagenic). The molecule is N=C(N)NN=C(/C=C\c1ccc([N+](=O)[O-])o1)/C=C\c1ccc([N+](=O)[O-])o1. (2) The compound is OCC1OC(n2cnc3c(S)ncnc32)C(O)C1O. The result is 1 (mutagenic). (3) The molecule is Cc1ccc2cccc([N+](=O)[O-])c2c1. The result is 1 (mutagenic). (4) The molecule is Cc1c(C)c2c(Cl)c3ccccc3nc2c2ccccc12. The result is 1 (mutagenic).